Dataset: Reaction yield outcomes from USPTO patents with 853,638 reactions. Task: Predict the reaction yield, written as a fraction of the theoretical maximum amount of product (1.0 means a 100% yield; for example, 0.34 means a 34% yield). (1) The reactants are [NH2:1][CH2:2][N:3]1[CH2:7][CH:6]([CH2:8][CH2:9][CH3:10])[CH2:5][C:4]1=[O:11].Cl[C:13]1[C:18]([N+:19]([O-:21])=[O:20])=[CH:17][CH:16]=[CH:15][N:14]=1.C(N(CC)CC)C. The catalyst is O1CCOCC1. The product is [N+:19]([C:18]1[C:13]([NH:1][CH2:2][N:3]2[CH2:7][CH:6]([CH2:8][CH2:9][CH3:10])[CH2:5][C:4]2=[O:11])=[N:14][CH:15]=[CH:16][CH:17]=1)([O-:21])=[O:20]. The yield is 0.530. (2) The reactants are [CH3:1][O:2][C:3]1[CH:8]=[CH:7][C:6]([C:9]2[CH:14]=[CH:13][CH:12]=[C:11]([O:15][C:16]3[CH:23]=[CH:22][C:19]([CH:20]=O)=[CH:18][CH:17]=3)[CH:10]=2)=[CH:5][CH:4]=1.[S:24]1[CH2:28][C:27](=[O:29])[NH:26][C:25]1=[O:30].C(O)(=O)C1C=CC=CC=1.N1CCCCC1. The catalyst is C1(C)C=CC=CC=1. The product is [CH3:1][O:2][C:3]1[CH:4]=[CH:5][C:6]([C:9]2[CH:14]=[CH:13][CH:12]=[C:11]([O:15][C:16]3[CH:23]=[CH:22][C:19]([CH:20]=[C:28]4[S:24][C:25](=[O:30])[NH:26][C:27]4=[O:29])=[CH:18][CH:17]=3)[CH:10]=2)=[CH:7][CH:8]=1. The yield is 0.750.